Dataset: Forward reaction prediction with 1.9M reactions from USPTO patents (1976-2016). Task: Predict the product of the given reaction. Given the reactants S(Cl)([Cl:3])=O.O[CH2:6][C:7]1[CH:12]=[CH:11][CH:10]=[C:9]([CH3:13])[N:8]=1, predict the reaction product. The product is: [Cl:3][CH2:6][C:7]1[CH:12]=[CH:11][CH:10]=[C:9]([CH3:13])[N:8]=1.